Task: Regression. Given a peptide amino acid sequence and an MHC pseudo amino acid sequence, predict their binding affinity value. This is MHC class I binding data.. Dataset: Peptide-MHC class I binding affinity with 185,985 pairs from IEDB/IMGT (1) The binding affinity (normalized) is 0.0847. The peptide sequence is LEACYKRSV. The MHC is HLA-A80:01 with pseudo-sequence HLA-A80:01. (2) The MHC is HLA-A02:03 with pseudo-sequence HLA-A02:03. The binding affinity (normalized) is 0.0598. The peptide sequence is FPFKYAAAF.